Dataset: Forward reaction prediction with 1.9M reactions from USPTO patents (1976-2016). Task: Predict the product of the given reaction. (1) Given the reactants [Cl:1][C:2]1[CH:3]=[C:4]2[C:8](=C[CH:10]=1)[N:7]([CH2:11][CH2:12][CH2:13][S:14]([CH2:17][CH3:18])(=[O:16])=[O:15])[C:6]([CH2:19][OH:20])=[CH:5]2.ClC1C=C2C=C(C(OC)=O)NC2=[N:26]C=1, predict the reaction product. The product is: [Cl:1][C:2]1[CH:3]=[C:4]2[CH:5]=[C:6]([CH2:19][OH:20])[N:7]([CH2:11][CH2:12][CH2:13][S:14]([CH2:17][CH3:18])(=[O:16])=[O:15])[C:8]2=[N:26][CH:10]=1. (2) The product is: [CH2:1]([O:3][C:4]([C:5]1([S:6]([C:9]2[CH:10]=[CH:11][C:12]([O:15][CH2:16][C:17]#[C:18][CH3:19])=[CH:13][CH:14]=2)(=[O:7])=[O:8])[CH2:22][CH2:23][N:24]([CH2:25][C:26]2[CH:31]=[CH:30][CH:29]=[CH:28][CH:27]=2)[CH2:32][CH2:33]1)=[O:20])[CH3:2]. Given the reactants [CH2:1]([O:3][C:4](=[O:20])[CH2:5][S:6]([C:9]1[CH:14]=[CH:13][C:12]([O:15][CH2:16][C:17]#[C:18][CH3:19])=[CH:11][CH:10]=1)(=[O:8])=[O:7])[CH3:2].Cl[CH2:22][CH2:23][N:24]([CH2:32][CH2:33]Cl)[CH2:25][C:26]1[CH:31]=[CH:30][CH:29]=[CH:28][CH:27]=1, predict the reaction product. (3) Given the reactants Cl.[NH:2]1[C:6]2[CH:7]=[CH:8][CH:9]=[C:10]([C:11]([OH:13])=O)[C:5]=2[N:4]=[CH:3]1.Cl.[CH3:15][NH:16][O:17][CH3:18].C(N(C(C)C)C(C)C)C, predict the reaction product. The product is: [CH3:18][O:17][N:16]([CH3:15])[C:11]([C:10]1[C:5]2[N:4]=[CH:3][NH:2][C:6]=2[CH:7]=[CH:8][CH:9]=1)=[O:13]. (4) Given the reactants [C:1]1([CH:8]=[CH:7][C:5]([OH:6])=[CH:4][CH:3]=1)[OH:2].Br[CH2:10][CH:11]([CH2:16][CH3:17])[CH2:12][CH2:13][CH2:14][CH3:15].[OH-].[K+], predict the reaction product. The product is: [CH2:16]([CH:11]([CH2:12][CH2:13][CH2:14][CH3:15])[CH2:10][O:2][C:1]1[CH:8]=[CH:7][C:5]([O:6][CH2:10][CH:11]([CH2:16][CH3:17])[CH2:12][CH2:13][CH2:14][CH3:15])=[CH:4][CH:3]=1)[CH3:17]. (5) Given the reactants CC([C:4]1[CH:9]=[CH:8][C:7]([Br:10])=[CH:6][CH:5]=1)=O.S([CH2:21][N+:22]#[C-])(C1C=CC(C)=CC=1)(=O)=O.CC(C)([O-])C.[K+].[ClH:30].[CH2:31]([CH2:34]OC)OC, predict the reaction product. The product is: [ClH:30].[Br:10][C:7]1[CH:8]=[CH:9][C:4]([CH:31]([CH3:34])[CH2:21][NH2:22])=[CH:5][CH:6]=1. (6) Given the reactants [F:1][C:2]1[CH:3]=[N:4][C:5]([C@@H:8]([NH:10][C:11]2[N:16]=[C:15]([NH:17][C:18]3[CH:22]=[C:21]([O:23][CH:24]([CH3:26])[CH3:25])[NH:20][N:19]=3)[C:14]([N+:27]([O-])=O)=[CH:13][N:12]=2)[CH3:9])=[N:6][CH:7]=1.[CH2:30](O)C.C(O)(=O)C.C(N)=N.C(OCC)(=O)C, predict the reaction product. The product is: [F:1][C:2]1[CH:3]=[N:4][C:5]([C@@H:8]([NH:10][C:11]2[N:16]=[C:15]3[C:14]([N:27]=[CH:30][N:17]3[C:18]3[CH:22]=[C:21]([O:23][CH:24]([CH3:26])[CH3:25])[NH:20][N:19]=3)=[CH:13][N:12]=2)[CH3:9])=[N:6][CH:7]=1. (7) Given the reactants [CH2:1]([OH:10])[CH2:2][O:3][CH2:4][CH2:5][O:6][CH2:7][CH2:8][OH:9].[CH3:11][N:12]1[CH2:16][CH2:15][CH2:14][C:13]1=[O:17], predict the reaction product. The product is: [CH3:11][N:12]1[CH2:16][CH2:15][CH2:14][C:13]1=[O:17].[CH2:1]([OH:10])[CH2:2][O:3][CH2:4][CH2:5][O:6][CH2:7][CH2:8][OH:9].[OH2:3]. (8) Given the reactants [CH3:1][CH:2](C)[C@H:3]([N:8]1[CH2:16][C:15]2[C:10](=[CH:11][C:12]([C:17]3[CH:22]=[CH:21][C:20]([N+:23]([O-:25])=[O:24])=[CH:19][CH:18]=3)=[CH:13][CH:14]=2)[C:9]1=[O:26])[C:4]([O:6][CH3:7])=[O:5].BrCC1C=CC(C2C=CC([N+]([O-])=O)=CC=2)=CC=1C(OC)=O.Cl.NC1(C(OC)=O)CC1, predict the reaction product. The product is: [N+:23]([C:20]1[CH:21]=[CH:22][C:17]([C:12]2[CH:11]=[C:10]3[C:15]([CH2:16][N:8]([C:3]4([C:4]([O:6][CH3:7])=[O:5])[CH2:2][CH2:1]4)[C:9]3=[O:26])=[CH:14][CH:13]=2)=[CH:18][CH:19]=1)([O-:25])=[O:24]. (9) Given the reactants II.[Br:3][C:4]1[CH:5]=[C:6]2[C:11](=[CH:12][CH:13]=1)[N:10]=[C:9]([S:14][CH3:15])[NH:8][C:7]2=O.[N+:17]([C:20]1[N:24]=[CH:23][NH:22][N:21]=1)([O-:19])=[O:18].C1(P(C2C=CC=CC=2)C2C=CC=CC=2)C=CC=CC=1.C(N(CC)C(C)C)(C)C, predict the reaction product. The product is: [Br:3][C:4]1[CH:5]=[C:6]2[C:11](=[CH:12][CH:13]=1)[N:10]=[C:9]([S:14][CH3:15])[N:8]=[C:7]2[N:22]1[CH:23]=[N:24][C:20]([N+:17]([O-:19])=[O:18])=[N:21]1. (10) Given the reactants C([O:5][C:6](=[O:32])[CH:7]([CH2:26][O:27]C(C)(C)C)[NH:8][C:9]([C:11]1[CH:20]=[C:19]2[C:14]([C:15]([Cl:25])=[CH:16][N:17]=[C:18]2[NH:21][C:22]([NH2:24])=[NH:23])=[CH:13][CH:12]=1)=[O:10])(C)(C)C.[C:33]([C:37]([OH:39])=[O:38])([F:36])([F:35])[F:34], predict the reaction product. The product is: [F:34][C:33]([F:36])([F:35])[C:37]([OH:39])=[O:38].[Cl:25][C:15]1[C:14]2[C:19](=[CH:20][C:11]([C:9]([NH:8][CH:7]([C:6]([OH:32])=[O:5])[CH2:26][OH:27])=[O:10])=[CH:12][CH:13]=2)[C:18]([NH:21][C:22]([NH2:24])=[NH:23])=[N:17][CH:16]=1.